Dataset: Reaction yield outcomes from USPTO patents with 853,638 reactions. Task: Predict the reaction yield, written as a fraction of the theoretical maximum amount of product (1.0 means a 100% yield; for example, 0.34 means a 34% yield). (1) The reactants are [C:1]([N:6]1[CH2:10][CH2:9][O:8][C:7]1=[O:11])(=[O:5])/[CH:2]=[CH:3]/[CH3:4].FC(F)(F)S(O)(=O)=O.[CH3:20][O:21][C:22]1[CH:27]=[CH:26][C:25]([NH2:28])=[CH:24][CH:23]=1.[Cl-].[NH4+]. The catalyst is O1CCCC1. The product is [CH3:20][O:21][C:22]1[CH:27]=[CH:26][C:25]([NH:28][CH:3]([CH3:4])[CH2:2][C:1]([N:6]2[CH2:10][CH2:9][O:8][C:7]2=[O:11])=[O:5])=[CH:24][CH:23]=1. The yield is 0.920. (2) The reactants are Br[C:2]1[CH:7]=[CH:6][C:5]([Br:8])=[CH:4][N:3]=1.C([Li])CCC.[CH3:14][C:15]([CH3:17])=[O:16].[Cl-].[NH4+]. The catalyst is C1(C)C=CC=CC=1. The product is [Br:8][C:5]1[CH:6]=[CH:7][C:2]([C:15]([OH:16])([CH3:17])[CH3:14])=[N:3][CH:4]=1. The yield is 0.631. (3) The reactants are CO[C@H]1CC[C@H](C[N:10]2C(=O)CNC3N=CC(C4C(C)=CC(C(N)=O)=NC=4)=[N:20][C:11]2=3)CC1.[CH3:31][O:32][C@H:33]1[CH2:38][CH2:37][C@H:36]([CH2:39][N:40]2[C:45](=[O:46])[CH2:44][NH:43][C:42]3[N:47]=[CH:48][C:49]([C:51]4[C:52]([CH3:59])=[CH:53][C:54]([C:57]#[N:58])=[N:55][CH:56]=4)=[N:50][C:41]2=3)[CH2:35][CH2:34]1.FC(F)(F)C(O)=O.S(=O)(=O)(O)O.C(=O)([O-])[O-].[Na+].[Na+]. No catalyst specified. The product is [CH3:31][O:32][C@H:33]1[CH2:38][CH2:37][C@H:36]([CH2:39][N:40]2[C:41]3=[N:50][C:49]([C:51]4[CH:56]=[N:55][C:54]([C:57]5[N:20]=[CH:11][NH:10][N:58]=5)=[CH:53][C:52]=4[CH3:59])=[CH:48][N:47]=[C:42]3[NH:43][CH2:44][C:45]2=[O:46])[CH2:35][CH2:34]1. The yield is 0.670. (4) The reactants are [F:1][C:2]1[C:7]([C:8]2[CH:9]=[C:10]([CH2:24][N:25](C)[C:26](=O)OC(C)(C)C)[S:11][C:12]=2[S:13]([C:16]2[CH:21]=[CH:20][CH:19]=[C:18]([O:22][CH3:23])[CH:17]=2)(=[O:15])=[O:14])=[CH:6][CH:5]=[CH:4][N:3]=1.C(OCC)(=O)C.[ClH:40]. The catalyst is C(O)C. The product is [ClH:40].[F:1][C:2]1[C:7]([C:8]2[CH:9]=[C:10]([CH2:24][NH:25][CH3:26])[S:11][C:12]=2[S:13]([C:16]2[CH:21]=[CH:20][CH:19]=[C:18]([O:22][CH3:23])[CH:17]=2)(=[O:14])=[O:15])=[CH:6][CH:5]=[CH:4][N:3]=1. The yield is 0.550. (5) The reactants are [C:1]([O:14][CH2:15][CH:16]=[CH2:17])(=[O:13])[CH2:2][CH2:3][C:4]([O:6][CH2:7][CH2:8][CH2:9][C:10](Cl)=[O:11])=[O:5].[F:18][C:19]1[CH:24]=[C:23]([F:25])[CH:22]=[CH:21][C:20]=1[C@@:26]([OH:55])([CH2:49][N:50]1[CH:54]=[N:53][CH:52]=[N:51]1)[C@H:27]([S:29][C@@H:30]1[CH2:35][O:34][C@@H:33](/[CH:36]=[CH:37]/[CH:38]=[CH:39]/[C:40]2[CH:47]=[CH:46][C:43]([C:44]#[N:45])=[CH:42][C:41]=2[F:48])[O:32][CH2:31]1)[CH3:28].[H-].[Na+]. No catalyst specified. The product is [C:1]([O:14][CH2:15][CH:16]=[CH2:17])(=[O:13])[CH2:2][CH2:3][C:4]([O:6][CH2:7][CH2:8][CH2:9][C:10]([O:55][C@:26]([C:20]1[CH:21]=[CH:22][C:23]([F:25])=[CH:24][C:19]=1[F:18])([CH2:49][N:50]1[CH:54]=[N:53][CH:52]=[N:51]1)[C@H:27]([S:29][C@@H:30]1[CH2:31][O:32][C@@H:33](/[CH:36]=[CH:37]/[CH:38]=[CH:39]/[C:40]2[CH:47]=[CH:46][C:43]([C:44]#[N:45])=[CH:42][C:41]=2[F:48])[O:34][CH2:35]1)[CH3:28])=[O:11])=[O:5]. The yield is 0.400. (6) The reactants are [CH:1]([OH:3])=O.[OH:4][B:5]1[C:9]2[CH:10]=[CH:11][C:12](C#N)=[CH:13][C:8]=2[CH2:7][O:6]1. The catalyst is [Ni].O. The product is [OH:4][B:5]1[C:9]2[CH:10]=[CH:11][C:12]([CH:1]=[O:3])=[CH:13][C:8]=2[CH2:7][O:6]1. The yield is 0.608. (7) The product is [CH3:21][O:20][C:13]1[C:14]2[O:15][CH2:16][CH2:17][O:18][C:19]=2[C:10]([C:7]2[CH2:8][CH2:9][C:4](=[O:3])[CH2:5][CH:6]=2)=[CH:11][CH:12]=1. The yield is 0.940. The reactants are C1O[C:4]2([CH2:9][CH2:8][C:7](O)([C:10]3[C:19]4[O:18][CH2:17][CH2:16][O:15][C:14]=4[C:13]([O:20][CH3:21])=[CH:12][CH:11]=3)[CH2:6][CH2:5]2)[O:3]C1.O.C1(C)C=CC(S(O)(=O)=O)=CC=1.O. The catalyst is C1(C)C=CC=CC=1.